This data is from Forward reaction prediction with 1.9M reactions from USPTO patents (1976-2016). The task is: Predict the product of the given reaction. (1) Given the reactants [CH:1]1([CH2:6][N:7]2[CH2:12][CH2:11][N:10]([C:13]3[N:18]=[CH:17][C:16]([C:19]4[CH:24]=[CH:23][C:22]([C:25]5[S:29][C:28]([C@H:30]6[CH2:35][CH2:34][C@H:33]([C:36](OC)=[O:37])[CH2:32][CH2:31]6)=[N:27][N:26]=5)=[CH:21][CH:20]=4)=[CH:15][N:14]=3)[CH2:9][CH2:8]2)[CH2:5][CH2:4][CH2:3][CH2:2]1.[H-].[Al+3].[Li+].[H-].[H-].[H-].C(Cl)(Cl)Cl.[F-].[Na+], predict the reaction product. The product is: [CH:1]1([CH2:6][N:7]2[CH2:12][CH2:11][N:10]([C:13]3[N:18]=[CH:17][C:16]([C:19]4[CH:24]=[CH:23][C:22]([C:25]5[S:29][C:28]([C@H:30]6[CH2:31][CH2:32][C@H:33]([CH2:36][OH:37])[CH2:34][CH2:35]6)=[N:27][N:26]=5)=[CH:21][CH:20]=4)=[CH:15][N:14]=3)[CH2:9][CH2:8]2)[CH2:5][CH2:4][CH2:3][CH2:2]1. (2) Given the reactants Br[C:2]1[CH:11]=[CH:10][CH:9]=[C:8]2[C:3]=1[CH:4]=[CH:5][N:6]=[CH:7]2.CC1(C)C(C)(C)OB([C:20]2[CH:26]=[CH:25][C:23]([NH2:24])=[CH:22][CH:21]=2)O1, predict the reaction product. The product is: [NH2:24][C:23]1[CH:25]=[CH:26][C:20]([C:2]2[CH:11]=[CH:10][CH:9]=[C:8]3[C:3]=2[CH:4]=[CH:5][N:6]=[CH:7]3)=[CH:21][CH:22]=1. (3) Given the reactants C[O-].[Na+].[F:4][C:5]1[CH:10]=[CH:9][C:8]([C:11]2[O:12][C:13]3[CH:23]=[CH:22][C:21]([C:24]4[CH:25]=[C:26]([CH:31]=[CH:32][CH:33]=4)[C:27]([O:29]C)=O)=[CH:20][C:14]=3[C:15]=2[C:16](=[O:19])[NH:17][CH3:18])=[CH:7][CH:6]=1.O/[N:35]=[C:36](\[NH2:40])/[CH:37]([CH3:39])[CH3:38], predict the reaction product. The product is: [F:4][C:5]1[CH:10]=[CH:9][C:8]([C:11]2[O:12][C:13]3[CH:23]=[CH:22][C:21]([C:24]4[CH:33]=[CH:32][CH:31]=[C:26]([C:27]5[O:29][N:40]=[C:36]([CH:37]([CH3:39])[CH3:38])[N:35]=5)[CH:25]=4)=[CH:20][C:14]=3[C:15]=2[C:16]([NH:17][CH3:18])=[O:19])=[CH:7][CH:6]=1. (4) Given the reactants [Cl:1][C:2]1[CH:10]=[CH:9][CH:8]=[C:7]([N+:11]([O-:13])=[O:12])[C:3]=1[C:4]([OH:6])=O.O=S(Cl)Cl.[F:18][C:19]1[CH:25]=[CH:24][CH:23]=[CH:22][C:20]=1[NH2:21].C([O-])(O)=O.[Na+], predict the reaction product. The product is: [Cl:1][C:2]1[CH:10]=[CH:9][CH:8]=[C:7]([N+:11]([O-:13])=[O:12])[C:3]=1[C:4]([NH:21][C:20]1[CH:22]=[CH:23][CH:24]=[CH:25][C:19]=1[F:18])=[O:6].